Regression/Classification. Given a drug SMILES string, predict its absorption, distribution, metabolism, or excretion properties. Task type varies by dataset: regression for continuous measurements (e.g., permeability, clearance, half-life) or binary classification for categorical outcomes (e.g., BBB penetration, CYP inhibition). For this dataset (lipophilicity_astrazeneca), we predict Y. From a dataset of Experimental lipophilicity measurements (octanol/water distribution) for 4,200 compounds from AstraZeneca. The molecule is CCC(CC)NC(=O)c1cnn(-c2ccccn2)c1NS(=O)(=O)c1ccc(C)cc1. The Y is 0.270 logD.